Dataset: Merck oncology drug combination screen with 23,052 pairs across 39 cell lines. Task: Regression. Given two drug SMILES strings and cell line genomic features, predict the synergy score measuring deviation from expected non-interaction effect. (1) Drug 1: N#Cc1ccc(Cn2cncc2CN2CCN(c3cccc(Cl)c3)C(=O)C2)cc1. Drug 2: COc1cc(C2c3cc4c(cc3C(OC3OC5COC(C)OC5C(O)C3O)C3COC(=O)C23)OCO4)cc(OC)c1O. Cell line: NCIH520. Synergy scores: synergy=4.23. (2) Drug 1: NC1(c2ccc(-c3nc4ccn5c(=O)[nH]nc5c4cc3-c3ccccc3)cc2)CCC1. Drug 2: NC1CCCCC1N.O=C(O)C(=O)O.[Pt+2]. Cell line: CAOV3. Synergy scores: synergy=0.691.